From a dataset of Reaction yield outcomes from USPTO patents with 853,638 reactions. Predict the reaction yield, written as a fraction of the theoretical maximum amount of product (1.0 means a 100% yield; for example, 0.34 means a 34% yield). The reactants are C[O:2][C:3](=[O:27])[C:4]1[CH:9]=[CH:8][C:7]([NH:10][C:11](=[O:26])[CH:12]([C:19]2[CH:24]=[CH:23][C:22]([Cl:25])=[CH:21][CH:20]=2)[CH2:13][CH:14]2[CH2:18][CH2:17][CH2:16][CH2:15]2)=[N:6][CH:5]=1.[OH-].[Na+].O. The catalyst is O1CCCC1.O.CO. The product is [Cl:25][C:22]1[CH:21]=[CH:20][C:19]([CH:12]([CH2:13][CH:14]2[CH2:15][CH2:16][CH2:17][CH2:18]2)[C:11]([NH:10][C:7]2[CH:8]=[CH:9][C:4]([C:3]([OH:27])=[O:2])=[CH:5][N:6]=2)=[O:26])=[CH:24][CH:23]=1. The yield is 0.315.